This data is from Full USPTO retrosynthesis dataset with 1.9M reactions from patents (1976-2016). The task is: Predict the reactants needed to synthesize the given product. (1) Given the product [F:39][C:36]1[CH:37]=[CH:38][C:33]([CH2:32][NH:31][C:30]([C:28]2[CH:29]=[C:24]([C:21]3[CH2:20][C@H:19]([C@H:16]4[CH2:15][O:14][C@H:13]([CH2:12][OH:11])[CH2:18][O:17]4)[O:23][N:22]=3)[N:25]=[C:26]([CH3:43])[N:27]=2)=[O:42])=[CH:34][C:35]=1[O:40][CH3:41], predict the reactants needed to synthesize it. The reactants are: CC1C=CC(S([O:11][CH2:12][C@@H:13]2[CH2:18][O:17][C@@H:16]([C@@H:19]3[O:23][N:22]=[C:21]([C:24]4[CH:29]=[C:28]([C:30](=[O:42])[NH:31][CH2:32][C:33]5[CH:38]=[CH:37][C:36]([F:39])=[C:35]([O:40][CH3:41])[CH:34]=5)[N:27]=[C:26]([CH3:43])[N:25]=4)[CH2:20]3)[CH2:15][O:14]2)(=O)=O)=CC=1.O.[OH-].[Na+]. (2) The reactants are: Br[C:2]1[CH:3]=[C:4]([C:8]2[CH:12]=[C:11]([NH:13][C:14](=[O:20])[O:15][C:16]([CH3:19])([CH3:18])[CH3:17])[O:10][N:9]=2)[CH:5]=[CH:6][CH:7]=1.CC1(C)C(C)(C)OB([C:29]2[CH:52]=[CH:51][C:32]([C:33]([N:35]3[CH2:40][CH2:39][N:38]([C:41]([O:43][CH2:44][C:45]4[CH:50]=[CH:49][CH:48]=[CH:47][CH:46]=4)=[O:42])[CH2:37][CH2:36]3)=[O:34])=[CH:31][CH:30]=2)O1.C([O-])([O-])=O.[Cs+].[Cs+]. Given the product [C:16]([O:15][C:14]([NH:13][C:11]1[O:10][N:9]=[C:8]([C:4]2[CH:3]=[C:2]([C:29]3[CH:30]=[CH:31][C:32]([C:33]([N:35]4[CH2:40][CH2:39][N:38]([C:41]([O:43][CH2:44][C:45]5[CH:50]=[CH:49][CH:48]=[CH:47][CH:46]=5)=[O:42])[CH2:37][CH2:36]4)=[O:34])=[CH:51][CH:52]=3)[CH:7]=[CH:6][CH:5]=2)[CH:12]=1)=[O:20])([CH3:19])([CH3:18])[CH3:17], predict the reactants needed to synthesize it.